This data is from Full USPTO retrosynthesis dataset with 1.9M reactions from patents (1976-2016). The task is: Predict the reactants needed to synthesize the given product. (1) Given the product [CH2:1]([N:3]([CH2:10][CH2:11][O:12][C:13](=[O:15])[CH3:14])[C:4]1[CH:9]=[CH:8][C:7]([CH:20]=[O:21])=[CH:6][CH:5]=1)[CH3:2], predict the reactants needed to synthesize it. The reactants are: [CH2:1]([N:3]([CH2:10][CH2:11][O:12][C:13](=[O:15])[CH3:14])[C:4]1[CH:9]=[CH:8][CH:7]=[CH:6][CH:5]=1)[CH3:2].O.CN([CH:20]=[O:21])C. (2) The reactants are: [CH2:1]1[C:9]2[C:4](=[CH:5][CH:6]=[CH:7][CH:8]=2)[CH:3]=[CH:2]1.[CH3:10][O:11][C:12](=[O:16])[CH:13](Br)[CH3:14]. Given the product [CH3:10][O:11][C:12](=[O:16])[CH2:13][CH2:14][CH:1]1[C:9]2[C:4](=[CH:5][CH:6]=[CH:7][CH:8]=2)[CH:3]=[CH:2]1, predict the reactants needed to synthesize it. (3) Given the product [CH:2]([C:3]1[N:12]([CH3:11])[C:13](=[O:14])[NH:15][C:5](=[O:7])[CH:4]=1)([CH3:1])[CH3:10], predict the reactants needed to synthesize it. The reactants are: [CH3:1][CH:2]([CH3:10])[C:3](=O)[CH2:4][C:5]([O:7]C)=O.[CH3:11][NH:12][C:13]([NH2:15])=[O:14]. (4) Given the product [C:34]([O:33][C:31](=[O:32])[N:8]([CH2:7][CH:6]([N:52]=[N+:53]=[N-:54])[C:38]1[CH:43]=[C:42]([C:44]([F:47])([F:46])[F:45])[CH:41]=[C:40]([C:48]([F:49])([F:50])[F:51])[CH:39]=1)[CH2:9][C:10]1[CH:15]=[C:14]([C:16]([F:19])([F:18])[F:17])[CH:13]=[CH:12][C:11]=1[C:20]1[CH:25]=[C:24]([CH:26]([CH3:27])[CH3:28])[CH:23]=[CH:22][C:21]=1[O:29][CH3:30])([CH3:36])([CH3:37])[CH3:35], predict the reactants needed to synthesize it. The reactants are: CS(O[CH:6]([C:38]1[CH:43]=[C:42]([C:44]([F:47])([F:46])[F:45])[CH:41]=[C:40]([C:48]([F:51])([F:50])[F:49])[CH:39]=1)[CH2:7][N:8]([C:31]([O:33][C:34]([CH3:37])([CH3:36])[CH3:35])=[O:32])[CH2:9][C:10]1[CH:15]=[C:14]([C:16]([F:19])([F:18])[F:17])[CH:13]=[CH:12][C:11]=1[C:20]1[CH:25]=[C:24]([CH:26]([CH3:28])[CH3:27])[CH:23]=[CH:22][C:21]=1[O:29][CH3:30])(=O)=O.[N-:52]=[N+:53]=[N-:54].[Na+]. (5) Given the product [CH2:3]([O:12][CH2:13][CH2:14][C:15]1[S:19][CH:18]=[N:17][C:16]=1[CH3:20])[CH:2]=[CH2:1], predict the reactants needed to synthesize it. The reactants are: [CH3:1][C:2]([O-])(C)[CH3:3].[K+].C1COCC1.[OH:12][CH2:13][CH2:14][C:15]1[S:19][CH:18]=[N:17][C:16]=1[CH3:20].C(Br)C=C.